Dataset: Catalyst prediction with 721,799 reactions and 888 catalyst types from USPTO. Task: Predict which catalyst facilitates the given reaction. (1) The catalyst class is: 7. Product: [C:19]([C:17]1[S:16][C:15]([NH:22][C:32](=[O:35])[CH2:33][CH3:34])=[C:14]([S:11](=[O:13])(=[O:12])[N:10]([CH2:9][CH:8]([C:5]2[CH:4]=[CH:3][C:2]([F:1])=[CH:7][CH:6]=2)[OH:24])[CH3:23])[CH:18]=1)(=[O:21])[CH3:20]. Reactant: [F:1][C:2]1[CH:7]=[CH:6][C:5]([CH:8]([OH:24])[CH2:9][N:10]([CH3:23])[S:11]([C:14]2[CH:18]=[C:17]([C:19](=[O:21])[CH3:20])[S:16][C:15]=2[NH2:22])(=[O:13])=[O:12])=[CH:4][CH:3]=1.C(N(CC)CC)C.[C:32](Cl)(=[O:35])[CH2:33][CH3:34].O. (2) Reactant: C(OC([N:8]([CH2:18][CH:19]1[CH2:24][CH2:23][N:22]([CH2:25][C:26]2[CH:34]=[CH:33][C:29]([C:30]([OH:32])=[O:31])=[CH:28][C:27]=2[C:35]#[N:36])[CH2:21][CH2:20]1)[C@@H:9]1[CH2:11][C@H:10]1[C:12]1[CH:17]=[CH:16][CH:15]=[CH:14][CH:13]=1)=O)(C)(C)C.[ClH:37].C(OCC)C. Product: [ClH:37].[ClH:37].[C:35]([C:27]1[CH:28]=[C:29]([CH:33]=[CH:34][C:26]=1[CH2:25][N:22]1[CH2:23][CH2:24][CH:19]([CH2:18][NH:8][C@@H:9]2[CH2:11][C@H:10]2[C:12]2[CH:17]=[CH:16][CH:15]=[CH:14][CH:13]=2)[CH2:20][CH2:21]1)[C:30]([OH:32])=[O:31])#[N:36]. The catalyst class is: 2. (3) Reactant: [Cl:1][C:2]1[CH:7]=[C:6]([F:8])[CH:5]=[CH:4][C:3]=1[N:9]1[C:13]([C:14]([O:16][CH2:17][CH3:18])=[O:15])=[CH:12][N:11]=[CH:10]1.[Cl:19]N1C(=O)CCC1=O.CC(C)C#N. Product: [Cl:19][C:12]1[N:11]=[CH:10][N:9]([C:3]2[CH:4]=[CH:5][C:6]([F:8])=[CH:7][C:2]=2[Cl:1])[C:13]=1[C:14]([O:16][CH2:17][CH3:18])=[O:15]. The catalyst class is: 53.